Dataset: hERG potassium channel inhibition data for cardiac toxicity prediction from Karim et al.. Task: Regression/Classification. Given a drug SMILES string, predict its toxicity properties. Task type varies by dataset: regression for continuous values (e.g., LD50, hERG inhibition percentage) or binary classification for toxic/non-toxic outcomes (e.g., AMES mutagenicity, cardiotoxicity, hepatotoxicity). Dataset: herg_karim. The compound is CCN(Cc1cc(C(F)(F)F)ccc1-c1cc(CC(=O)O)ccc1OC)C(=O)OCc1ccccc1. The result is 0 (non-blocker).